This data is from Catalyst prediction with 721,799 reactions and 888 catalyst types from USPTO. The task is: Predict which catalyst facilitates the given reaction. Reactant: [NH2:1][C:2]1[CH:7]=[CH:6][C:5]([OH:8])=[CH:4][C:3]=1[N+:9]([O-:11])=[O:10].[Cl:12][C:13]1[CH:20]=[CH:19][CH:18]=[CH:17][C:14]=1[CH2:15]Cl.C([O-])([O-])=O.[K+].[K+]. Product: [Cl:12][C:13]1[CH:20]=[CH:19][CH:18]=[CH:17][C:14]=1[CH2:15][O:8][C:5]1[CH:6]=[CH:7][C:2]([NH2:1])=[C:3]([N+:9]([O-:11])=[O:10])[CH:4]=1. The catalyst class is: 692.